This data is from Forward reaction prediction with 1.9M reactions from USPTO patents (1976-2016). The task is: Predict the product of the given reaction. (1) The product is: [F:37][C:38]1([F:44])[CH2:43][CH2:42][N:41]([CH2:23][C:22]2[CH:21]=[CH:20][C:19]([C:16]3[CH:17]=[C:18]4[C:10]([C:6]5[CH:5]=[C:4]6[C:9](=[CH:8][CH:7]=5)[NH:1][CH:2]=[CH:3]6)=[CH:11][NH:12][C:13]4=[N:14][CH:15]=3)=[CH:26][CH:25]=2)[CH2:40][CH2:39]1. Given the reactants [NH:1]1[C:9]2[C:4](=[CH:5][C:6]([C:10]3[C:18]4[C:13](=[N:14][CH:15]=[C:16]([C:19]5[CH:26]=[CH:25][C:22]([CH:23]=O)=[CH:21][CH:20]=5)[CH:17]=4)[N:12](S(C4C=CC(C)=CC=4)(=O)=O)[CH:11]=3)=[CH:7][CH:8]=2)[CH:3]=[CH:2]1.[F:37][C:38]1([F:44])[CH2:43][CH2:42][NH:41][CH2:40][CH2:39]1.C(O[BH-](OC(=O)C)OC(=O)C)(=O)C.[Na+], predict the reaction product. (2) Given the reactants [O:1]=[C:2]1[CH:11]=[CH:10][C:9]2[C:4](=[CH:5][C:6]([C:12]#[N:13])=[CH:7][CH:8]=2)[NH:3]1.[H-].[Na+].[C:16]([O:20][C:21]([NH:23][C@@H:24]1[CH2:29][CH2:28][N:27]([CH2:30][CH2:31]CS([O-])(=O)=O)[CH2:26][C@@H:25]1[F:37])=[O:22])([CH3:19])([CH3:18])[CH3:17], predict the reaction product. The product is: [C:12]([C:6]1[CH:5]=[C:4]2[C:9]([CH:10]=[CH:11][C:2](=[O:1])[N:3]2[CH2:31][CH2:30][N:27]2[CH2:28][CH2:29][C@@H:24]([NH:23][C:21](=[O:22])[O:20][C:16]([CH3:18])([CH3:17])[CH3:19])[C@@H:25]([F:37])[CH2:26]2)=[CH:8][CH:7]=1)#[N:13].